Dataset: Full USPTO retrosynthesis dataset with 1.9M reactions from patents (1976-2016). Task: Predict the reactants needed to synthesize the given product. (1) Given the product [CH:13]1([N:10]2[CH2:9][C:8]3([CH2:19][CH2:18]3)[C:7](=[O:20])[N:6]([CH3:21])[C:5]3[CH:4]=[N:3][C:2]([NH:22][C:23]4[CH:38]=[CH:37][C:26]([C:27]([NH:29][C@@H:30]5[CH2:34][CH2:33][N:32]([CH2:35][CH3:36])[CH2:31]5)=[O:28])=[CH:25][C:24]=4[O:39][CH3:40])=[N:12][C:11]2=3)[CH2:17][CH2:16][CH2:15][CH2:14]1, predict the reactants needed to synthesize it. The reactants are: Cl[C:2]1[N:3]=[CH:4][C:5]2[N:6]([CH3:21])[C:7](=[O:20])[C:8]3([CH2:19][CH2:18]3)[CH2:9][N:10]([CH:13]3[CH2:17][CH2:16][CH2:15][CH2:14]3)[C:11]=2[N:12]=1.[NH2:22][C:23]1[CH:38]=[CH:37][C:26]([C:27]([NH:29][C@@H:30]2[CH2:34][CH2:33][N:32]([CH2:35][CH3:36])[CH2:31]2)=[O:28])=[CH:25][C:24]=1[O:39][CH3:40]. (2) Given the product [F:35][C:2]([F:1])([F:34])[C:3]1[CH:4]=[C:5]([CH:27]=[C:28]([C:30]([F:33])([F:32])[F:31])[CH:29]=1)[C:6]([N:8]1[CH2:9][CH2:10][C:11]2([N:15]([C:16]3[CH:21]=[CH:20][CH:19]=[CH:18][C:17]=3[CH3:22])[CH:14]([CH3:23])[N:13]([CH2:37][CH2:38][N:39]3[CH2:44][CH2:43][CH2:42][CH2:41][CH2:40]3)[C:12]2=[O:24])[CH2:25][CH2:26]1)=[O:7], predict the reactants needed to synthesize it. The reactants are: [F:1][C:2]([F:35])([F:34])[C:3]1[CH:4]=[C:5]([CH:27]=[C:28]([C:30]([F:33])([F:32])[F:31])[CH:29]=1)[C:6]([N:8]1[CH2:26][CH2:25][C:11]2([N:15]([C:16]3[CH:21]=[CH:20][CH:19]=[CH:18][C:17]=3[CH3:22])[CH:14]([CH3:23])[NH:13][C:12]2=[O:24])[CH2:10][CH2:9]1)=[O:7].Cl[CH2:37][CH2:38][N:39]1[CH2:44][CH2:43][CH2:42][CH2:41][CH2:40]1. (3) Given the product [Cl:34][C:17]1[C:18]([N:19]2[C:27](=[O:28])[C:26]3[C:21](=[CH:22][CH:23]=[CH:24][CH:25]=3)[C:20]2=[O:29])=[C:7]([CH3:8])[C:10]2[C:11](=[CH:12][CH:13]=[CH:14][CH:15]=2)[N:16]=1, predict the reactants needed to synthesize it. The reactants are: C([O-])([O-])=O.[K+].[K+].[C:7]([C:10]1[CH:15]=[CH:14][CH:13]=[CH:12][C:11]=1[NH:16][C:17](=O)[CH2:18][N:19]1[C:27](=[O:28])[C:26]2[C:21](=[CH:22][CH:23]=[CH:24][CH:25]=2)[C:20]1=[O:29])(=O)[CH3:8].Cl.O=P(Cl)(Cl)[Cl:34]. (4) Given the product [Cl:8][C:9]1[CH:10]=[C:11]([NH:16][C:17]2[C:26]3[C:21](=[CH:22][C:23]([O:28][CH2:29][CH3:30])=[C:24]([NH:27][C:39](=[O:40])[CH:38]=[CH:37][CH2:36][N:35]([CH3:42])[CH3:34])[CH:25]=3)[N:20]=[CH:19][C:18]=2[C:31]#[N:32])[CH:12]=[CH:13][C:14]=1[F:15], predict the reactants needed to synthesize it. The reactants are: CN1C(=O)CCC1.[Cl:8][C:9]1[CH:10]=[C:11]([NH:16][C:17]2[C:26]3[C:21](=[CH:22][C:23]([O:28][CH2:29][CH3:30])=[C:24]([NH2:27])[CH:25]=3)[N:20]=[CH:19][C:18]=2[C:31]#[N:32])[CH:12]=[CH:13][C:14]=1[F:15].Cl.[CH3:34][N:35]([CH3:42])[CH2:36][CH:37]=[CH:38][C:39](Cl)=[O:40].C(=O)(O)[O-].[Na+]. (5) Given the product [CH3:24][NH:25][C:26]([C:28]1[CH:33]=[C:32]([O:34][C:35]2[CH:40]=[CH:39][C:38]([NH:41][C:12]([NH:1][C:2]3[CH:7]=[C:6]([C:8]([F:11])([F:9])[F:10])[N:5]=[CH:4][N:3]=3)=[O:13])=[C:37]([F:42])[CH:36]=2)[CH:31]=[CH:30][N:29]=1)=[O:27], predict the reactants needed to synthesize it. The reactants are: [NH2:1][C:2]1[CH:7]=[C:6]([C:8]([F:11])([F:10])[F:9])[N:5]=[CH:4][N:3]=1.[C:12](N1C=CN=C1)(N1C=CN=C1)=[O:13].[CH3:24][NH:25][C:26]([C:28]1[CH:33]=[C:32]([O:34][C:35]2[CH:40]=[CH:39][C:38]([NH2:41])=[C:37]([F:42])[CH:36]=2)[CH:31]=[CH:30][N:29]=1)=[O:27]. (6) Given the product [C:1]([O:5][C:6]([NH:8][C@H:9]1[C@@H:13]([CH2:14][F:15])[CH2:12][N:11]([C:16]2[C:26]([F:27])=[CH:25][C:19]([C:20]([OH:22])=[O:21])=[C:18]([F:28])[C:17]=2[CH3:29])[CH2:10]1)=[O:7])([CH3:4])([CH3:3])[CH3:2], predict the reactants needed to synthesize it. The reactants are: [C:1]([O:5][C:6]([NH:8][C@H:9]1[C@@H:13]([CH2:14][F:15])[CH2:12][N:11]([C:16]2[C:26]([F:27])=[CH:25][C:19]([C:20]([O:22]CC)=[O:21])=[C:18]([F:28])[C:17]=2[CH3:29])[CH2:10]1)=[O:7])([CH3:4])([CH3:3])[CH3:2].[OH-].[K+].C(O)(=O)CC(CC(O)=O)(C(O)=O)O.O.